The task is: Regression. Given two drug SMILES strings and cell line genomic features, predict the synergy score measuring deviation from expected non-interaction effect.. This data is from NCI-60 drug combinations with 297,098 pairs across 59 cell lines. (1) Drug 1: CCC1=CC2CC(C3=C(CN(C2)C1)C4=CC=CC=C4N3)(C5=C(C=C6C(=C5)C78CCN9C7C(C=CC9)(C(C(C8N6C)(C(=O)OC)O)OC(=O)C)CC)OC)C(=O)OC.C(C(C(=O)O)O)(C(=O)O)O. Drug 2: CC(CN1CC(=O)NC(=O)C1)N2CC(=O)NC(=O)C2. Cell line: A549. Synergy scores: CSS=46.7, Synergy_ZIP=-3.47, Synergy_Bliss=-5.50, Synergy_Loewe=-1.73, Synergy_HSA=-0.808. (2) Drug 2: C1CCC(C(C1)N)N.C(=O)(C(=O)[O-])[O-].[Pt+4]. Synergy scores: CSS=12.4, Synergy_ZIP=-1.73, Synergy_Bliss=3.60, Synergy_Loewe=2.60, Synergy_HSA=3.41. Cell line: UACC-257. Drug 1: C1=NC2=C(N=C(N=C2N1C3C(C(C(O3)CO)O)F)Cl)N.